Task: Predict the reactants needed to synthesize the given product.. Dataset: Full USPTO retrosynthesis dataset with 1.9M reactions from patents (1976-2016) (1) Given the product [CH2:1]([O:8][C:9]1[C:13]([CH:14]([NH:28][C:29]2[CH:30]=[CH:31][C:32]([C:35]([NH:37][CH2:38][CH2:39][C:40]([OH:42])=[O:41])=[O:36])=[CH:33][CH:34]=2)[CH:16]2[CH2:21][CH2:20][CH2:19][CH2:18][CH2:17]2)=[CH:12][N:11]([C:22]2[CH:27]=[CH:26][CH:25]=[CH:24][CH:23]=2)[N:10]=1)[C:2]1[CH:7]=[CH:6][CH:5]=[CH:4][CH:3]=1, predict the reactants needed to synthesize it. The reactants are: [CH2:1]([O:8][C:9]1[C:13]([CH:14]([CH:16]2[CH2:21][CH2:20][CH2:19][CH2:18][CH2:17]2)O)=[CH:12][N:11]([C:22]2[CH:27]=[CH:26][CH:25]=[CH:24][CH:23]=2)[N:10]=1)[C:2]1[CH:7]=[CH:6][CH:5]=[CH:4][CH:3]=1.[NH2:28][C:29]1[CH:34]=[CH:33][C:32]([C:35]([NH:37][CH2:38][CH2:39][C:40]([O:42]CC)=[O:41])=[O:36])=[CH:31][CH:30]=1. (2) Given the product [Br:3][C:4]1[CH:5]=[C:6]2[C:10](=[CH:11][CH:12]=1)[N:9]([S:14]([CH3:13])(=[O:16])=[O:15])[CH2:8][CH2:7]2, predict the reactants needed to synthesize it. The reactants are: [H-].[Na+].[Br:3][C:4]1[CH:5]=[C:6]2[C:10](=[CH:11][CH:12]=1)[NH:9][CH2:8][CH2:7]2.[CH3:13][S:14](Cl)(=[O:16])=[O:15]. (3) Given the product [C:1]([O:5][C:6]([NH:8][CH2:9][CH:10]1[CH2:11][CH2:12][N:13]([C:27](=[NH:30])[NH:26][C:24]([O:23][CH2:16][C:17]2[CH:18]=[CH:19][CH:20]=[CH:21][CH:22]=2)=[O:25])[CH2:14][CH2:15]1)=[O:7])([CH3:4])([CH3:2])[CH3:3], predict the reactants needed to synthesize it. The reactants are: [C:1]([O:5][C:6]([NH:8][CH2:9][CH:10]1[CH2:15][CH2:14][NH:13][CH2:12][CH2:11]1)=[O:7])([CH3:4])([CH3:3])[CH3:2].[CH2:16]([O:23][C:24]([NH:26][C:27](=[NH:30])SC)=[O:25])[C:17]1[CH:22]=[CH:21][CH:20]=[CH:19][CH:18]=1. (4) The reactants are: C1(P(C2C=CC=CC=2)C2C=CC=CC=2)C=CC=CC=1.[N:20]([CH2:23][CH:24]1[CH2:27][CH:26]([N:28]2[C:32]3[N:33]=[CH:34][N:35]=[C:36]([NH2:37])[C:31]=3[C:30]([I:38])=[CH:29]2)[CH2:25]1)=[N+]=[N-].[OH-].[NH4+].CO. Given the product [NH2:20][CH2:23][CH:24]1[CH2:27][CH:26]([N:28]2[C:32]3[N:33]=[CH:34][N:35]=[C:36]([NH2:37])[C:31]=3[C:30]([I:38])=[CH:29]2)[CH2:25]1, predict the reactants needed to synthesize it. (5) Given the product [CH3:37][C:36]([C@@H:35]1[N:34]2[C:3](=[O:4])[C:5]3[N:6]([CH:7]=[C:8]([C:20]([NH:21][CH2:22][C:23]4[CH:28]=[CH:27][C:26]([F:29])=[CH:25][CH:24]=4)=[O:30])[C:9](=[O:19])[C:10]=3[O:11][CH2:12][C:13]3[CH:18]=[CH:17][CH:16]=[CH:15][CH:14]=3)[CH2:31][C@H:32]2[O:33][CH2:40]1)([CH3:39])[CH3:38], predict the reactants needed to synthesize it. The reactants are: CO[C:3]([C:5]1[N:6]([CH2:31][CH:32]=[O:33])[CH:7]=[C:8]([C:20](=[O:30])[NH:21][CH2:22][C:23]2[CH:28]=[CH:27][C:26]([F:29])=[CH:25][CH:24]=2)[C:9](=[O:19])[C:10]=1[O:11][CH2:12][C:13]1[CH:18]=[CH:17][CH:16]=[CH:15][CH:14]=1)=[O:4].[NH2:34][C@H:35]([CH2:40]O)[C:36]([CH3:39])([CH3:38])[CH3:37].C(O)(=O)C. (6) Given the product [ClH:1].[NH2:8][C@@H:9]([CH:10]([CH3:12])[CH3:11])[C:13]([NH:14][CH2:15][C:16](=[O:55])[NH:17][CH2:18][C:19]1[CH:24]=[CH:23][C:22]([F:25])=[C:21]([CH:26]2[CH2:31][CH2:30][N:29]([C:32]([C:34]3[C:42]4[C:37](=[CH:38][CH:39]=[CH:40][C:41]=4[C:43]([N:45]4[CH2:46][CH2:47][O:48][CH2:49][CH2:50]4)=[O:44])[N:36]([CH2:51][CH2:52][O:53][CH3:54])[CH:35]=3)=[O:33])[CH2:28][CH2:27]2)[CH:20]=1)=[O:56], predict the reactants needed to synthesize it. The reactants are: [ClH:1].C(OC(=O)[NH:8][C@H:9]([C:13](=[O:56])[NH:14][CH2:15][C:16](=[O:55])[NH:17][CH2:18][C:19]1[CH:24]=[CH:23][C:22]([F:25])=[C:21]([CH:26]2[CH2:31][CH2:30][N:29]([C:32]([C:34]3[C:42]4[C:37](=[CH:38][CH:39]=[CH:40][C:41]=4[C:43]([N:45]4[CH2:50][CH2:49][O:48][CH2:47][CH2:46]4)=[O:44])[N:36]([CH2:51][CH2:52][O:53][CH3:54])[CH:35]=3)=[O:33])[CH2:28][CH2:27]2)[CH:20]=1)[CH:10]([CH3:12])[CH3:11])(C)(C)C. (7) Given the product [Cl:1][C:2]1[CH:3]=[CH:4][C:5]([NH:18][CH2:19][CH:20]2[CH2:21][CH2:22][N:23]([CH2:27][C:28]([O:30][CH2:31][CH3:32])=[O:29])[CH2:24][CH2:25]2)=[C:6]([CH:17]=1)[C:7]([NH:9][C:10]1[CH:15]=[CH:14][C:13]([Cl:16])=[CH:12][N:11]=1)=[O:8], predict the reactants needed to synthesize it. The reactants are: [Cl:1][C:2]1[CH:3]=[CH:4][C:5]([NH:18][CH2:19][CH:20]2[CH2:25][CH2:24][NH:23][CH2:22][CH2:21]2)=[C:6]([CH:17]=1)[C:7]([NH:9][C:10]1[CH:15]=[CH:14][C:13]([Cl:16])=[CH:12][N:11]=1)=[O:8].Br[CH2:27][C:28]([O:30][CH2:31][CH3:32])=[O:29].C(N(CC)CC)C. (8) Given the product [CH2:16]([C@@H:2]1[CH2:3][N:4]([C:7]([O:9][C:10]([CH3:13])([CH3:12])[CH3:11])=[O:8])[CH2:5][C@H:6]1[OH:1])[CH:15]=[CH2:14], predict the reactants needed to synthesize it. The reactants are: [O:1]1[CH:6]2[CH:2]1[CH2:3][N:4]([C:7]([O:9][C:10]([CH3:13])([CH3:12])[CH3:11])=[O:8])[CH2:5]2.[CH2:14]([Mg]Cl)[CH:15]=[CH2:16]. (9) Given the product [CH3:12][C:13]1[CH:34]=[CH:33][CH:32]=[CH:31][C:14]=1[C:15]([O:17][CH:18]([O:20][C:21]([NH:11][CH2:10][C@H:2]1[CH2:3][CH2:4][C@H:5]([C:7]([OH:9])=[O:8])[CH2:6][CH2:1]1)=[O:22])[CH3:19])=[O:16], predict the reactants needed to synthesize it. The reactants are: [CH2:1]1[CH2:6][C@H:5]([C:7]([OH:9])=[O:8])[CH2:4][CH2:3][C@H:2]1[CH2:10][NH2:11].[CH3:12][C:13]1[CH:34]=[CH:33][CH:32]=[CH:31][C:14]=1[C:15]([O:17][CH:18]([O:20][C:21](ON1C(=O)CCC1=O)=[O:22])[CH3:19])=[O:16].